From a dataset of Peptide-MHC class I binding affinity with 185,985 pairs from IEDB/IMGT. Regression. Given a peptide amino acid sequence and an MHC pseudo amino acid sequence, predict their binding affinity value. This is MHC class I binding data. (1) The peptide sequence is GVRLLAHVI. The MHC is HLA-A02:01 with pseudo-sequence HLA-A02:01. The binding affinity (normalized) is 0.0716. (2) The peptide sequence is ISPMGKLTFF. The MHC is Mamu-A02 with pseudo-sequence Mamu-A02. The binding affinity (normalized) is 0. (3) The peptide sequence is RQFFTAFEF. The MHC is Mamu-B3901 with pseudo-sequence Mamu-B3901. The binding affinity (normalized) is 0.616. (4) The peptide sequence is LGFDVVAYF. The MHC is HLA-B15:01 with pseudo-sequence HLA-B15:01. The binding affinity (normalized) is 0.611. (5) The peptide sequence is EQLKNIQSL. The MHC is H-2-Kb with pseudo-sequence H-2-Kb. The binding affinity (normalized) is 0.122. (6) The peptide sequence is SPKIDRGWV. The MHC is HLA-A02:12 with pseudo-sequence HLA-A02:12. The binding affinity (normalized) is 0.0847.